Dataset: Full USPTO retrosynthesis dataset with 1.9M reactions from patents (1976-2016). Task: Predict the reactants needed to synthesize the given product. Given the product [OH:35][CH2:34][CH2:33][NH:32][C@H:14]1[CH2:15][CH2:16][N:12]([C:7]2[CH:6]=[CH:5][C:4]3[C:9](=[CH:10][CH:11]=[C:2]([CH3:1])[C:3]=3[NH:22][C:23](=[O:31])[CH2:24][CH:25]3[CH2:30][CH2:29][CH2:28][CH2:27][CH2:26]3)[N:8]=2)[CH2:13]1, predict the reactants needed to synthesize it. The reactants are: [CH3:1][C:2]1[C:3]([NH:22][C:23](=[O:31])[CH2:24][CH:25]2[CH2:30][CH2:29][CH2:28][CH2:27][CH2:26]2)=[C:4]2[C:9](=[CH:10][CH:11]=1)[N:8]=[C:7]([N:12]1[CH2:16][CH2:15][C@@H:14](OS(C)(=O)=O)[CH2:13]1)[CH:6]=[CH:5]2.[NH2:32][CH2:33][CH2:34][OH:35].